This data is from Full USPTO retrosynthesis dataset with 1.9M reactions from patents (1976-2016). The task is: Predict the reactants needed to synthesize the given product. (1) The reactants are: [Br:1]N1C(=O)CCC1=O.[C:9]([O:13][C:14]([N:16]1[CH2:21][CH2:20][N:19]([C:22]2[C:23]3[CH:30]=[CH:29][C:28]([F:31])=[CH:27][C:24]=3[S:25][CH:26]=2)[CH2:18][CH2:17]1)=[O:15])([CH3:12])([CH3:11])[CH3:10]. Given the product [C:9]([O:13][C:14]([N:16]1[CH2:17][CH2:18][N:19]([C:22]2[C:23]3[CH:30]=[CH:29][C:28]([F:31])=[CH:27][C:24]=3[S:25][C:26]=2[Br:1])[CH2:20][CH2:21]1)=[O:15])([CH3:12])([CH3:10])[CH3:11], predict the reactants needed to synthesize it. (2) The reactants are: [CH:1]1([C@@H:4]([C:11]2[CH:16]=[CH:15][N:14]=[C:13]([O:17][CH2:18][CH:19]3[CH2:24][CH2:23][NH:22][CH2:21][CH2:20]3)[CH:12]=2)[CH2:5][C:6]([O:8][CH2:9][CH3:10])=[O:7])[CH2:3][CH2:2]1.[CH3:25][C:26]([CH3:48])([CH3:47])[CH2:27][N:28]([C:40]1[CH:45]=[CH:44][CH:43]=[C:42]([CH3:46])[N:41]=1)[C:29](=[O:39])[C:30]1[CH:35]=[CH:34][C:33]([O:36][CH3:37])=[CH:32][C:31]=1F.C(=O)([O-])[O-].[Cs+].[Cs+]. Given the product [CH:1]1([C@@H:4]([C:11]2[CH:16]=[CH:15][N:14]=[C:13]([O:17][CH2:18][CH:19]3[CH2:20][CH2:21][N:22]([C:31]4[CH:32]=[C:33]([O:36][CH3:37])[CH:34]=[CH:35][C:30]=4[C:29](=[O:39])[N:28]([CH2:27][C:26]([CH3:47])([CH3:25])[CH3:48])[C:40]4[CH:45]=[CH:44][CH:43]=[C:42]([CH3:46])[N:41]=4)[CH2:23][CH2:24]3)[CH:12]=2)[CH2:5][C:6]([O:8][CH2:9][CH3:10])=[O:7])[CH2:3][CH2:2]1, predict the reactants needed to synthesize it.